From a dataset of Full USPTO retrosynthesis dataset with 1.9M reactions from patents (1976-2016). Predict the reactants needed to synthesize the given product. (1) Given the product [CH3:6][C:4]([O:7][C:8]([NH:10][C:11]1[CH:19]=[C:18]2[C:14]([CH:15]=[C:16]([C:20]([OH:22])=[O:21])[NH:17]2)=[CH:13][CH:12]=1)=[O:9])([CH3:3])[CH3:5], predict the reactants needed to synthesize it. The reactants are: [OH-].[Li+].[CH3:3][C:4]([O:7][C:8]([NH:10][C:11]1[CH:19]=[C:18]2[C:14]([CH:15]=[C:16]([C:20]([O:22]C)=[O:21])[NH:17]2)=[CH:13][CH:12]=1)=[O:9])([CH3:6])[CH3:5].C1COCC1.CO. (2) The reactants are: [C:1]([O:5][C:6]([N:8]1[CH:14]2[CH2:15][O:16][CH2:17][CH:9]1[CH2:10][N:11]([C:19]1[CH:20]=[N:21][C:22]([NH2:25])=[CH:23][CH:24]=1)[C:12](=[O:18])[CH2:13]2)=[O:7])([CH3:4])([CH3:3])[CH3:2].[CH3:26][N:27]([CH3:45])[C:28]([C:30]1[N:39]([CH:40]2[CH2:44][CH2:43][CH2:42][CH2:41]2)[C:33]2[N:34]=[C:35](Cl)[N:36]=[CH:37][C:32]=2[CH:31]=1)=[O:29]. Given the product [C:1]([O:5][C:6]([N:8]1[CH:14]2[CH2:15][O:16][CH2:17][CH:9]1[CH2:10][N:11]([C:19]1[CH:20]=[N:21][C:22]([NH:25][C:35]3[N:36]=[CH:37][C:32]4[CH:31]=[C:30]([C:28](=[O:29])[N:27]([CH3:26])[CH3:45])[N:39]([CH:40]5[CH2:44][CH2:43][CH2:42][CH2:41]5)[C:33]=4[N:34]=3)=[CH:23][CH:24]=1)[C:12](=[O:18])[CH2:13]2)=[O:7])([CH3:4])([CH3:2])[CH3:3], predict the reactants needed to synthesize it.